From a dataset of Reaction yield outcomes from USPTO patents with 853,638 reactions. Predict the reaction yield, written as a fraction of the theoretical maximum amount of product (1.0 means a 100% yield; for example, 0.34 means a 34% yield). (1) The reactants are C[O:2][C:3](=[O:22])[CH:4]([NH:9][C:10](=[O:21])[CH2:11][CH2:12][C:13]1[CH:18]=[CH:17][C:16]([OH:19])=[C:15]([OH:20])[CH:14]=1)[CH2:5][CH:6]([CH3:8])[CH3:7].[OH-].[Li+].Cl. The catalyst is O1CCCC1. The product is [OH:20][C:15]1[CH:14]=[C:13]([CH2:12][CH2:11][C:10]([NH:9][CH:4]([CH2:5][CH:6]([CH3:8])[CH3:7])[C:3]([OH:22])=[O:2])=[O:21])[CH:18]=[CH:17][C:16]=1[OH:19]. The yield is 0.970. (2) The reactants are C[O-].[Na+].[CH2:4]([O:6][CH:7]([O:10][CH2:11][CH3:12])[C:8]#[N:9])[CH3:5].Cl.[CH3:14][NH:15][N:16]=[C:17](N)[CH2:18][CH3:19].C([O-])(=O)C.[Na+]. The catalyst is CO. The product is [CH2:4]([O:6][CH:7]([O:10][CH2:11][CH3:12])[C:8]1[N:15]([CH3:14])[N:16]=[C:17]([CH2:18][CH3:19])[N:9]=1)[CH3:5]. The yield is 0.270. (3) The reactants are [O:1]=[C:2]1[C:10]2([C:22]3[C:13](=[CH:14][C:15]4[O:20][CH2:19][CH2:18][O:17][C:16]=4[CH:21]=3)[O:12][CH2:11]2)[C:9]2[C:4](=[CH:5][CH:6]=[CH:7][CH:8]=2)[N:3]1[CH2:23][C:24]1[CH:25]=[C:26]([CH:31]=[CH:32][CH:33]=1)[C:27]([O:29]C)=[O:28].[OH-].[Li+]. The catalyst is O1CCCC1.O. The product is [O:1]=[C:2]1[C:10]2([C:22]3[C:13](=[CH:14][C:15]4[O:20][CH2:19][CH2:18][O:17][C:16]=4[CH:21]=3)[O:12][CH2:11]2)[C:9]2[C:4](=[CH:5][CH:6]=[CH:7][CH:8]=2)[N:3]1[CH2:23][C:24]1[CH:25]=[C:26]([CH:31]=[CH:32][CH:33]=1)[C:27]([OH:29])=[O:28]. The yield is 0.990. (4) The reactants are [CH:1]([C:12]([O:14]CC)=[O:13])([C:7]([O:9]CC)=[O:8])[C:2]([O:4]CC)=[O:3].[OH-].[K+].[N+]([O-])(O)=O.[N+]([O-])([O-])=O.[Ag+:27]. The catalyst is O. The product is [CH:1]([C:12]([O-:14])=[O:13])([C:7]([O-:9])=[O:8])[C:2]([O-:4])=[O:3].[Ag+3:27]. The yield is 0.950. (5) The reactants are OC1[C:11]2[C:6](=[C:7]3[CH:15]=[CH:14][CH:13]=[C:12]([CH3:16])[C:8]3=[CH:9][CH:10]=2)[O:5][C:4](=O)C=1.[CH2:18](OCC)C. The catalyst is COCCOCCOCCOC.[Pd]. The product is [CH3:4][O:5][C:6]1[C:7]2[C:8](=[C:12]([CH2:16][CH3:18])[CH:13]=[CH:14][CH:15]=2)[CH:9]=[CH:10][CH:11]=1. The yield is 0.500. (6) The reactants are C([O:3][C:4]([C:6]1[CH:7]=[C:8]2[C:12](=[CH:13][C:14]=1[NH:15][C:16]([C:18]1[C:27](=[O:28])[C:26]3[C:21](=[CH:22][CH:23]=[CH:24][CH:25]=3)[NH:20][CH:19]=1)=[O:17])[NH:11][CH:10]=[CH:9]2)=[O:5])C.[OH-].[Na+]. The catalyst is C1COCC1. The product is [O:28]=[C:27]1[C:26]2[C:21](=[CH:22][CH:23]=[CH:24][CH:25]=2)[NH:20][CH:19]=[C:18]1[C:16]([NH:15][C:14]1[CH:13]=[C:12]2[C:8]([CH:9]=[CH:10][NH:11]2)=[CH:7][C:6]=1[C:4]([OH:5])=[O:3])=[O:17]. The yield is 0.930. (7) The reactants are [CH:1]1([C:7]2([CH3:15])[C:11](=[O:12])[NH:10][N:9]=[C:8]2[CH2:13][CH3:14])[CH2:6][CH2:5][CH2:4][CH2:3][CH2:2]1.Br[CH2:17][C:18]([C:20]1[CH:25]=[CH:24][CH:23]=[CH:22][CH:21]=1)=[O:19]. No catalyst specified. The product is [CH:1]1([C:7]2([CH3:15])[C:11](=[O:12])[N:10]([CH2:17][C:18](=[O:19])[C:20]3[CH:25]=[CH:24][CH:23]=[CH:22][CH:21]=3)[N:9]=[C:8]2[CH2:13][CH3:14])[CH2:2][CH2:3][CH2:4][CH2:5][CH2:6]1. The yield is 0.320.